Regression. Given a target protein amino acid sequence and a drug SMILES string, predict the binding affinity score between them. We predict pIC50 (pIC50 = -log10(IC50 in M); higher means more potent). Dataset: bindingdb_ic50. From a dataset of Drug-target binding data from BindingDB using IC50 measurements. (1) The small molecule is CCCCCCCCOC(=O)c1cc(NC(=O)c2cnc(Cl)nc2C(F)(F)F)cc(C(F)(F)F)c1. The target protein (P18846) has sequence MEDSHKSTTSETAPQPGSAVQGAHISHIAQQVSSLSESEESQDSSDSIGSSQKAHGILARRPSYRKILKDLSSEDTRGRKGDGENSGVSAAVTSMSVPTPIYQTSSGQYIAIAPNGALQLASPGTDGVQGLQTLTMTNSGSTQQGTTILQYAQTSDGQQILVPSNQVVVQTASGDMQTYQIRTTPSATSLPQTVVMTSPVTLTSQTTKTDDPQLKREIRLMKNREAARECRRKKKEYVKCLENRVAVLENQNKTLIEELKTLKDLYSNKSV. The pIC50 is 5.9. (2) The pIC50 is 8.5. The drug is Cc1ccc(NC(=O)c2ccc(C)c(C(F)(F)F)c2)cc1C#Cc1nn([C@H]2CC[C@H](O)CC2)c2ncnc(N)c12. The target protein sequence is MGSNKSKPKDASQRRRSLEPAENVHGAGGGAFPASQTPSKPASADGHRGPSAAFAPAAAEPKLFGGFNSSDTVTSPQRAGPLAGGVTTFVALYDYESRTETDLSFKKGERLQIVNNTEGDWWLAHSLSTGQTGYIPSNYVAPSDSIQAEEWYFGKITRRESERLLLNAENPRGTFLVRESETTKGAYCLSVSDFDNAKGLNVKHYKIRKLDSGGFYITSRTQFNSLQQLVAYYSKHADGLCHRLTTVCPTSKPQTQGLAKDAWEIPRESLRLEVKLGQGCFGEVWMGTWNGTTRVAIKTLKPGTMSPEAFLQEAQVMKKLRHEKLVQLYAVVSEEPIYIVTEYMSKGSLLDFLKGETGKYLRLPQLVDMAAQIASGMAYVERMNYVHRDLRAANILVGENLVCKVADFGLARLIEDNEYTARQGAKFPIKWTAPEAALYGRFTIKSDVWSFGILLTELTTKGRVPYPGMVNREVLDQVERGYRMPCPPECPESLHDLMCQ....